Dataset: Full USPTO retrosynthesis dataset with 1.9M reactions from patents (1976-2016). Task: Predict the reactants needed to synthesize the given product. The reactants are: [CH:1]([N:3]1[CH2:7][CH2:6][CH2:5][C:4]1=[O:8])=[CH2:2].[O-]Cl.[Na+].[N:12]1([CH2:18][CH2:19][CH:20]=[N:21][OH:22])[CH2:17][CH2:16][CH2:15][CH2:14][CH2:13]1. Given the product [N:12]1([CH2:18][CH2:19][C:20]2[CH2:2][CH:1]([N:3]3[CH2:7][CH2:6][CH2:5][C:4]3=[O:8])[O:22][N:21]=2)[CH2:17][CH2:16][CH2:15][CH2:14][CH2:13]1, predict the reactants needed to synthesize it.